Predict the reaction yield, written as a fraction of the theoretical maximum amount of product (1.0 means a 100% yield; for example, 0.34 means a 34% yield). From a dataset of Reaction yield outcomes from USPTO patents with 853,638 reactions. (1) The reactants are C[O:2][C:3](=O)[C:4]1[CH:9]=[C:8]([C:10]#[N:11])[CH:7]=[CH:6][C:5]=1[CH2:12][N:13]([S:24]([C:27]1[CH:32]=[CH:31][CH:30]=[CH:29][C:28]=1[N+:33]([O-:35])=[O:34])(=[O:26])=[O:25])[CH:14]1[C:23]2[N:22]=[CH:21][CH:20]=[CH:19][C:18]=2[CH2:17][CH2:16][CH2:15]1.[Li+].[BH4-].N#N. The catalyst is C1COCC1.CO. The product is [C:10]([C:8]1[CH:7]=[CH:6][C:5]([CH2:12][N:13]([CH:14]2[C:23]3[N:22]=[CH:21][CH:20]=[CH:19][C:18]=3[CH2:17][CH2:16][CH2:15]2)[S:24]([C:27]2[CH:32]=[CH:31][CH:30]=[CH:29][C:28]=2[N+:33]([O-:35])=[O:34])(=[O:26])=[O:25])=[C:4]([CH2:3][OH:2])[CH:9]=1)#[N:11]. The yield is 0.850. (2) The reactants are [Br:1][C:2]1[CH:3]=[CH:4][C:5]([NH:12][CH:13]2[CH2:18][CH2:17][N:16]([CH3:19])[CH2:15][CH2:14]2)=[C:6]([C:8](=O)[CH2:9]Cl)[CH:7]=1.[OH-].[Na+].[BH4-].[Na+]. The catalyst is C(O)C. The product is [Br:1][C:2]1[CH:7]=[C:6]2[C:5](=[CH:4][CH:3]=1)[N:12]([CH:13]1[CH2:18][CH2:17][N:16]([CH3:19])[CH2:15][CH2:14]1)[CH:9]=[CH:8]2. The yield is 0.593.